Task: Regression. Given two drug SMILES strings and cell line genomic features, predict the synergy score measuring deviation from expected non-interaction effect.. Dataset: NCI-60 drug combinations with 297,098 pairs across 59 cell lines (1) Drug 1: CCCCC(=O)OCC(=O)C1(CC(C2=C(C1)C(=C3C(=C2O)C(=O)C4=C(C3=O)C=CC=C4OC)O)OC5CC(C(C(O5)C)O)NC(=O)C(F)(F)F)O. Drug 2: COC1=C2C(=CC3=C1OC=C3)C=CC(=O)O2. Cell line: OVCAR-4. Synergy scores: CSS=12.6, Synergy_ZIP=-4.57, Synergy_Bliss=3.47, Synergy_Loewe=-5.89, Synergy_HSA=2.40. (2) Drug 2: C1C(C(OC1N2C=NC(=NC2=O)N)CO)O. Drug 1: CC1=CC2C(CCC3(C2CCC3(C(=O)C)OC(=O)C)C)C4(C1=CC(=O)CC4)C. Synergy scores: CSS=3.58, Synergy_ZIP=-0.481, Synergy_Bliss=0.554, Synergy_Loewe=-19.6, Synergy_HSA=-7.35. Cell line: HOP-92. (3) Drug 1: CC1C(C(CC(O1)OC2CC(CC3=C2C(=C4C(=C3O)C(=O)C5=C(C4=O)C(=CC=C5)OC)O)(C(=O)C)O)N)O.Cl. Drug 2: C1CCC(C(C1)N)N.C(=O)(C(=O)[O-])[O-].[Pt+4]. Cell line: SK-MEL-5. Synergy scores: CSS=17.9, Synergy_ZIP=-2.24, Synergy_Bliss=3.32, Synergy_Loewe=-0.381, Synergy_HSA=1.23. (4) Drug 2: CC1=C(C=C(C=C1)NC(=O)C2=CC=C(C=C2)CN3CCN(CC3)C)NC4=NC=CC(=N4)C5=CN=CC=C5. Synergy scores: CSS=17.7, Synergy_ZIP=-7.06, Synergy_Bliss=-2.30, Synergy_Loewe=-8.44, Synergy_HSA=1.34. Cell line: SK-MEL-28. Drug 1: C1C(C(OC1N2C=NC3=C(N=C(N=C32)Cl)N)CO)O. (5) Drug 1: CC12CCC(CC1=CCC3C2CCC4(C3CC=C4C5=CN=CC=C5)C)O. Drug 2: C(CCl)NC(=O)N(CCCl)N=O. Cell line: ACHN. Synergy scores: CSS=-2.88, Synergy_ZIP=0.401, Synergy_Bliss=-1.40, Synergy_Loewe=-2.68, Synergy_HSA=-3.35. (6) Drug 1: C1=CC(=CC=C1CCCC(=O)O)N(CCCl)CCCl. Drug 2: CC1=C(C(CCC1)(C)C)C=CC(=CC=CC(=CC(=O)O)C)C. Cell line: BT-549. Synergy scores: CSS=2.45, Synergy_ZIP=-7.00, Synergy_Bliss=-1.62, Synergy_Loewe=-6.70, Synergy_HSA=-5.57.